Dataset: Forward reaction prediction with 1.9M reactions from USPTO patents (1976-2016). Task: Predict the product of the given reaction. (1) Given the reactants [OH:1][C:2]1[C:3]([N+:16]([O-:18])=[O:17])=[C:4]2[C:8](=[CH:9][CH:10]=1)[NH:7][C:6]([C:11]([O:13]CC)=[O:12])=[CH:5]2.[OH-].[K+].[CH2:21](O)C, predict the reaction product. The product is: [CH3:21][O:1][C:2]1[C:3]([N+:16]([O-:18])=[O:17])=[C:4]2[C:8](=[CH:9][CH:10]=1)[NH:7][C:6]([C:11]([OH:13])=[O:12])=[CH:5]2. (2) Given the reactants [Br:1][C:2]1[CH:3]=[C:4]2[C:14]3[C:9](=[CH:10][N:11]=[C:12]([C:15]4[CH:16]=[N:17][CH:18]=[CH:19][CH:20]=4)[CH:13]=3)[NH:8][C:5]2=[N:6][CH:7]=1.[H-].[Na+].[C:23](Cl)(=[O:25])[CH3:24].C(=O)(O)[O-].[Na+], predict the reaction product. The product is: [Br:1][C:2]1[CH:7]=[N:6][C:5]2[N:8]([C:23](=[O:25])[CH3:24])[C:9]3[CH:10]=[N:11][C:12]([C:15]4[CH:16]=[N:17][CH:18]=[CH:19][CH:20]=4)=[CH:13][C:14]=3[C:4]=2[CH:3]=1.